This data is from Peptide-MHC class I binding affinity with 185,985 pairs from IEDB/IMGT. The task is: Regression. Given a peptide amino acid sequence and an MHC pseudo amino acid sequence, predict their binding affinity value. This is MHC class I binding data. (1) The peptide sequence is FLPSDFFPSI. The MHC is HLA-A02:01 with pseudo-sequence HLA-A02:01. The binding affinity (normalized) is 0.714. (2) The peptide sequence is ESRDRKWLYY. The MHC is HLA-A11:01 with pseudo-sequence HLA-A11:01. The binding affinity (normalized) is 0. (3) The peptide sequence is FVKDWMDRI. The MHC is HLA-B27:03 with pseudo-sequence HLA-B27:03. The binding affinity (normalized) is 0.0847. (4) The peptide sequence is YSDNEMLTH. The MHC is HLA-A80:01 with pseudo-sequence HLA-A80:01. The binding affinity (normalized) is 0.0847.